Task: Predict the reaction yield, written as a fraction of the theoretical maximum amount of product (1.0 means a 100% yield; for example, 0.34 means a 34% yield).. Dataset: Reaction yield outcomes from USPTO patents with 853,638 reactions (1) The reactants are [Br:1][C:2]1[C:3]([O:10][CH3:11])=[C:4]([CH2:8][NH2:9])[CH:5]=[CH:6][CH:7]=1.C([O-])([O-])=O.[Na+].[Na+].[CH3:18][C:19]([O:22][C:23](O[C:23]([O:22][C:19]([CH3:21])([CH3:20])[CH3:18])=[O:24])=[O:24])([CH3:21])[CH3:20]. The yield is 0.878. The product is [Br:1][C:2]1[C:3]([O:10][CH3:11])=[C:4]([CH2:8][NH:9][C:23](=[O:24])[O:22][C:19]([CH3:21])([CH3:20])[CH3:18])[CH:5]=[CH:6][CH:7]=1. The catalyst is C(Cl)Cl. (2) The reactants are [N+:1]([C:4]1[CH:8]=[C:7]([C:9]([OH:11])=O)[NH:6][N:5]=1)([O-:3])=[O:2].Cl.[CH3:13][NH:14][O:15][CH3:16].CN(C(ON1N=NC2C=CC=NC1=2)=[N+](C)C)C.F[P-](F)(F)(F)(F)F.C(N(CC)CC)C. The catalyst is ClCCl. The product is [CH3:16][O:15][N:14]([CH3:13])[C:9]([C:7]1[NH:6][N:5]=[C:4]([N+:1]([O-:3])=[O:2])[CH:8]=1)=[O:11]. The yield is 0.800. (3) The reactants are [CH:1]([C:3]1[CH:8]=[CH:7][C:6]([N:9]2[CH2:14][CH2:13][CH:12]([NH:15][C:16](=[O:18])[CH3:17])[CH2:11][CH2:10]2)=[CH:5][CH:4]=1)=O.[NH2:19][C:20]1[CH:28]=[C:27]([O:29][CH3:30])[CH:26]=[C:25]([O:31][CH3:32])[C:21]=1[C:22]([NH2:24])=[O:23].CC1C=CC(S(O)(=O)=O)=CC=1.OS([O-])=O.[Na+].C([O-])(O)=O.[Na+]. The catalyst is CC(N(C)C)=O.O. The product is [CH3:32][O:31][C:25]1[CH:26]=[C:27]([O:29][CH3:30])[CH:28]=[C:20]2[C:21]=1[C:22](=[O:23])[NH:24][C:1]([C:3]1[CH:8]=[CH:7][C:6]([N:9]3[CH2:14][CH2:13][CH:12]([NH:15][C:16](=[O:18])[CH3:17])[CH2:11][CH2:10]3)=[CH:5][CH:4]=1)=[N:19]2. The yield is 0.290. (4) The reactants are [F:1][C:2]1[CH:3]=[C:4]2[C:8](=[CH:9][C:10]=1[F:11])[N:7]([S:12]([C:15]1[CH:20]=[CH:19][CH:18]=[CH:17][CH:16]=1)(=[O:14])=[O:13])[CH:6]=[C:5]2I.CC1(C)C(C)(C)OB([C:30]2[CH:31]=[N:32][N:33]([C:35]([O:37][C:38]([CH3:41])([CH3:40])[CH3:39])=[O:36])[CH:34]=2)O1.[O-]P([O-])([O-])=O.[K+].[K+].[K+]. The catalyst is O1CCOCC1.O.C1C=CC(P(C2C=CC=CC=2)[C-]2C=CC=C2)=CC=1.C1C=CC(P(C2C=CC=CC=2)[C-]2C=CC=C2)=CC=1.Cl[Pd]Cl.[Fe+2]. The product is [F:1][C:2]1[CH:3]=[C:4]2[C:8](=[CH:9][C:10]=1[F:11])[N:7]([S:12]([C:15]1[CH:20]=[CH:19][CH:18]=[CH:17][CH:16]=1)(=[O:14])=[O:13])[CH:6]=[C:5]2[C:30]1[CH:31]=[N:32][N:33]([C:35]([O:37][C:38]([CH3:41])([CH3:40])[CH3:39])=[O:36])[CH:34]=1. The yield is 0.620. (5) The reactants are [Cl:1][C:2]1[CH:7]=[C:6]([O:8][C:9]2[C:18]3[C:13](=[CH:14][C:15]([OH:21])=[C:16]([O:19][CH3:20])[CH:17]=3)[N:12]=[CH:11][N:10]=2)[CH:5]=[CH:4][C:3]=1[NH:22][C:23]([NH:25][CH3:26])=[O:24].C1(P(C2C=CC=CC=2)C2C=CC=CC=2)C=CC=CC=1.[N:46]1([CH:52](O)[CH2:53][CH3:54])[CH2:51][CH2:50][CH2:49][CH2:48][CH2:47]1.N(C(OCC)=O)=NC(OCC)=O. The catalyst is CN(C)C=O. The product is [Cl:1][C:2]1[CH:7]=[C:6]([O:8][C:9]2[C:18]3[C:13](=[CH:14][C:15]([O:21][CH2:54][CH2:53][CH2:52][N:46]4[CH2:51][CH2:50][CH2:49][CH2:48][CH2:47]4)=[C:16]([O:19][CH3:20])[CH:17]=3)[N:12]=[CH:11][N:10]=2)[CH:5]=[CH:4][C:3]=1[NH:22][C:23]([NH:25][CH3:26])=[O:24]. The yield is 0.250.